Predict the product of the given reaction. From a dataset of Forward reaction prediction with 1.9M reactions from USPTO patents (1976-2016). (1) Given the reactants [Cl:1][CH2:2][CH2:3][CH2:4][C:5]1[CH:6]=[C:7]2[C:12](=[CH:13][CH:14]=1)[NH:11][C:10](=O)[CH2:9][C:8]2([CH3:17])[CH3:16].B.C1COCC1, predict the reaction product. The product is: [Cl:1][CH2:2][CH2:3][CH2:4][C:5]1[CH:6]=[C:7]2[C:12](=[CH:13][CH:14]=1)[NH:11][CH2:10][CH2:9][C:8]2([CH3:17])[CH3:16]. (2) Given the reactants [N:1]([C@@H:4]1[CH2:9][C@H:8]2[C@H:10]3[C@H:19]([CH2:20][CH2:21][C@:6]2([CH3:7])[C@H:5]1[OH:24])[C:18]1[CH:17]=[CH:16][C:15]([O:22][CH3:23])=[CH:14][C:13]=1[CH2:12][CH2:11]3)=[N+]=[N-].O.NN, predict the reaction product. The product is: [NH2:1][C@@H:4]1[CH2:9][C@H:8]2[C@H:10]3[C@H:19]([CH2:20][CH2:21][C@:6]2([CH3:7])[C@H:5]1[OH:24])[C:18]1[CH:17]=[CH:16][C:15]([O:22][CH3:23])=[CH:14][C:13]=1[CH2:12][CH2:11]3. (3) Given the reactants [CH3:1][C:2]1[N:3]=[C:4]([NH:11][C:12](=[O:20])OC2C=CC=CC=2)[C:5]([O:9][CH3:10])=[N:6][C:7]=1[CH3:8].[CH:21]([C:24]1[CH:29]=[CH:28][CH:27]=[CH:26][C:25]=1[N:30]1[CH2:35][CH2:34][NH:33][CH2:32][CH2:31]1)([CH3:23])[CH3:22], predict the reaction product. The product is: [CH3:1][C:2]1[N:3]=[C:4]([NH:11][C:12]([N:33]2[CH2:34][CH2:35][N:30]([C:25]3[CH:26]=[CH:27][CH:28]=[CH:29][C:24]=3[CH:21]([CH3:23])[CH3:22])[CH2:31][CH2:32]2)=[O:20])[C:5]([O:9][CH3:10])=[N:6][C:7]=1[CH3:8]. (4) Given the reactants I[C:2]1[CH:3]=[C:4]([C:12]2[CH:17]=[CH:16][CH:15]=[CH:14][C:13]=2[C:18]([F:21])([F:20])[F:19])[CH:5]=[C:6]([N+:9]([O-:11])=[O:10])[C:7]=1[NH2:8].[CH2:22]1C[O:25][CH2:24][CH2:23]1.C(O)C#C, predict the reaction product. The product is: [NH2:8][C:7]1[C:6]([N+:9]([O-:11])=[O:10])=[CH:5][C:4]([C:12]2[CH:17]=[CH:16][CH:15]=[CH:14][C:13]=2[C:18]([F:21])([F:20])[F:19])=[CH:3][C:2]=1[C:22]#[C:23][CH2:24][OH:25]. (5) Given the reactants [N+:1]([C:4]1[CH:5]=[N:6][CH:7]=[CH:8][C:9]=1[C:10]1[CH2:15][CH2:14][CH2:13][C:12](=[O:16])[CH:11]=1)([O-:3])=[O:2].[BH4-].[Na+], predict the reaction product. The product is: [N+:1]([C:4]1[CH:5]=[N:6][CH:7]=[CH:8][C:9]=1[C:10]1[CH2:15][CH2:14][CH2:13][CH:12]([OH:16])[CH:11]=1)([O-:3])=[O:2].